Dataset: Forward reaction prediction with 1.9M reactions from USPTO patents (1976-2016). Task: Predict the product of the given reaction. (1) The product is: [F:1][C:2]1[C:7]([F:8])=[CH:6][CH:5]=[CH:4][C:3]=1[SH:9]. Given the reactants [F:1][C:2]1[C:7]([F:8])=[CH:6][CH:5]=[CH:4][C:3]=1[S:9]C(=O)N(C)C, predict the reaction product. (2) Given the reactants [CH2:1]([O:8][C:9]1[CH:14]=[CH:13][C:12]([CH:15]([OH:22])[CH2:16][C:17]([O:19][CH2:20][CH3:21])=[O:18])=[CH:11][CH:10]=1)[C:2]1[CH:7]=[CH:6][CH:5]=[CH:4][CH:3]=1.I[CH3:24], predict the reaction product. The product is: [CH2:1]([O:8][C:9]1[CH:10]=[CH:11][C:12]([CH:15]([O:22][CH3:24])[CH2:16][C:17]([O:19][CH2:20][CH3:21])=[O:18])=[CH:13][CH:14]=1)[C:2]1[CH:7]=[CH:6][CH:5]=[CH:4][CH:3]=1. (3) Given the reactants [CH3:1][O:2][C:3]1[CH:4]=[C:5]([NH:15][C:16]([NH2:18])=[S:17])[CH:6]=[CH:7][C:8]=1[N:9]1[CH:13]=[C:12]([CH3:14])[N:11]=[CH:10]1.Br[CH:20]1[CH2:25][CH2:24][CH2:23][C:22]([CH2:33][C:34]#[N:35])([C:26]2[CH:31]=[CH:30][C:29]([Cl:32])=[CH:28][CH:27]=2)[C:21]1=O, predict the reaction product. The product is: [Cl:32][C:29]1[CH:28]=[CH:27][C:26]([C:22]2([CH2:33][C:34]#[N:35])[C:21]3[N:18]=[C:16]([NH:15][C:5]4[CH:6]=[CH:7][C:8]([N:9]5[CH:13]=[C:12]([CH3:14])[N:11]=[CH:10]5)=[C:3]([O:2][CH3:1])[CH:4]=4)[S:17][C:20]=3[CH2:25][CH2:24][CH2:23]2)=[CH:31][CH:30]=1. (4) The product is: [Cl:42][C:37]1[C:36]2[C:40](=[CH:41][C:33]([S:30]([N:10]3[CH2:7][CH2:8][N:13]([C:14]([CH:16]4[CH2:21][CH2:20][N:19]([C:22]5[CH:27]=[CH:26][C:25](=[O:28])[N:24]([CH3:29])[N:23]=5)[CH2:18][CH2:17]4)=[O:15])[CH:12]([OH:2])[CH2:11]3)(=[O:31])=[O:32])=[CH:34][CH:35]=2)[NH:39][CH:38]=1. Given the reactants I([O-])(=O)(=O)=[O:2].[Na+].[CH2:7]([N:10]([S:30]([C:33]1[CH:41]=[C:40]2[C:36]([C:37]([Cl:42])=[CH:38][NH:39]2)=[CH:35][CH:34]=1)(=[O:32])=[O:31])[CH2:11][CH2:12][NH:13][C:14]([CH:16]1[CH2:21][CH2:20][N:19]([C:22]2[CH:27]=[CH:26][C:25](=[O:28])[N:24]([CH3:29])[N:23]=2)[CH2:18][CH2:17]1)=[O:15])[CH:8]=C, predict the reaction product. (5) Given the reactants [NH2:1][C@:2]1([CH2:7][NH:8][C:9]2[C:10]([CH3:15])=[N:11][CH:12]=[CH:13][CH:14]=2)[CH2:6][CH2:5][NH:4][CH2:3]1.CC[N:18]([CH:22]([CH3:24])C)[CH:19]([CH3:21])C, predict the reaction product. The product is: [NH2:1][C@:2]1([CH2:7][NH:8][C:9]2[C:10]([CH3:15])=[N:11][CH:12]=[CH:13][CH:14]=2)[CH2:6][CH2:5][N:4]([C:5]2[CH:6]=[CH:2][N:1]=[C:22]3[NH:18][CH:19]=[CH:21][C:24]=23)[CH2:3]1. (6) Given the reactants [CH2:1]([O:8][NH2:9])[C:2]1[CH:7]=[CH:6][CH:5]=[CH:4][CH:3]=1.C(Cl)(Cl)Cl.[C:14]([O:18][C:19]([NH:21][C@@H:22]([CH2:26][C:27]1[C:35]2[C:30](=[CH:31][CH:32]=[CH:33][CH:34]=2)[N:29]([CH2:36][CH2:37][CH2:38][CH2:39][CH3:40])[CH:28]=1)[C:23](O)=[O:24])=[O:20])([CH3:17])([CH3:16])[CH3:15].CCN=C=NCCCN(C)C.Cl.C1C=CC2N(O)N=NC=2C=1, predict the reaction product. The product is: [C:14]([O:18][C:19]([NH:21][C@@H:22]([CH2:26][C:27]1[C:35]2[C:30](=[CH:31][CH:32]=[CH:33][CH:34]=2)[N:29]([CH2:36][CH2:37][CH2:38][CH2:39][CH3:40])[CH:28]=1)[C:23]([NH:9][O:8][CH2:1][C:2]1[CH:7]=[CH:6][CH:5]=[CH:4][CH:3]=1)=[O:24])=[O:20])([CH3:17])([CH3:16])[CH3:15]. (7) The product is: [NH2:1][C:2]1[C:3]([C:9]2[CH:18]=[CH:17][C:12]([C:13]([O:15][CH3:16])=[O:14])=[C:11]([F:19])[CH:10]=2)=[N:4][C:5]([CH:29]2[CH2:20][CH2:21]2)=[CH:6][N:7]=1. Given the reactants [NH2:1][C:2]1[C:3]([C:9]2[CH:18]=[CH:17][C:12]([C:13]([O:15][CH3:16])=[O:14])=[C:11]([F:19])[CH:10]=2)=[N:4][C:5](Br)=[CH:6][N:7]=1.[C:20]12(P(C34CC5CC(CC(C5)C3)C4)CCCC)[CH2:29]C3CC(CC(C3)[CH2:21]1)C2.C(=O)([O-])[O-].[Cs+].[Cs+], predict the reaction product. (8) Given the reactants [NH2:1][C:2]1[N:9]=[C:8]([C:10]2[CH:15]=[CH:14][CH:13]=[CH:12][C:11]=2[O:16][CH2:17][C:18]2[CH:23]=[CH:22][C:21]([O:24][CH3:25])=[CH:20][CH:19]=2)[CH:7]=[C:6]([C:26]2[CH:31]=[CH:30][C:29]([N+:32]([O-])=O)=[C:28]([O:35][CH2:36][CH2:37][N:38]3[CH2:43][CH2:42][CH2:41][CH2:40][CH2:39]3)[CH:27]=2)[C:3]=1[C:4]#[N:5].Cl[Sn]Cl, predict the reaction product. The product is: [NH2:1][C:2]1[N:9]=[C:8]([C:10]2[CH:15]=[CH:14][CH:13]=[CH:12][C:11]=2[O:16][CH2:17][C:18]2[CH:23]=[CH:22][C:21]([O:24][CH3:25])=[CH:20][CH:19]=2)[CH:7]=[C:6]([C:26]2[CH:31]=[CH:30][C:29]([NH2:32])=[C:28]([O:35][CH2:36][CH2:37][N:38]3[CH2:43][CH2:42][CH2:41][CH2:40][CH2:39]3)[CH:27]=2)[C:3]=1[C:4]#[N:5].